From a dataset of Forward reaction prediction with 1.9M reactions from USPTO patents (1976-2016). Predict the product of the given reaction. (1) Given the reactants [CH3:1][N:2]([CH2:4][C:5]1[C:13]2[O:12][N:11]=[C:10]([CH2:14][CH2:15][CH:16]3[CH2:21][CH2:20][NH:19][CH2:18][CH2:17]3)[C:9]=2[CH:8]=[CH:7][C:6]=1[O:22][CH2:23][CH:24]1[CH2:26][CH2:25]1)[CH3:3].Cl[C:28]1[N:33]=[CH:32][CH:31]=[CH:30][N:29]=1.O.[F-].C([N+](CCCC)(CCCC)CCCC)CCC.[OH-].[Na+], predict the reaction product. The product is: [CH3:1][N:2]([CH2:4][C:5]1[C:13]2[O:12][N:11]=[C:10]([CH2:14][CH2:15][CH:16]3[CH2:21][CH2:20][N:19]([C:28]4[N:33]=[CH:32][CH:31]=[CH:30][N:29]=4)[CH2:18][CH2:17]3)[C:9]=2[CH:8]=[CH:7][C:6]=1[O:22][CH2:23][CH:24]1[CH2:25][CH2:26]1)[CH3:3]. (2) Given the reactants [OH:1][CH:2]1[CH2:5][N:4]([C:6]([O:8][C:9]([CH3:12])([CH3:11])[CH3:10])=[O:7])[CH2:3]1.CCN(C(C)C)C(C)C.[Cl:22][C:23](Cl)([O:25]C(=O)OC(Cl)(Cl)Cl)Cl, predict the reaction product. The product is: [Cl:22][C:23]([O:1][CH:2]1[CH2:3][N:4]([C:6]([O:8][C:9]([CH3:12])([CH3:11])[CH3:10])=[O:7])[CH2:5]1)=[O:25]. (3) Given the reactants C(N(CC)CC)C.[Cl:8][C:9]1[CH:10]=[C:11]2[C:15](=[CH:16][CH:17]=1)[NH:14][C:13]([C:18]([NH:20][NH2:21])=[O:19])=[CH:12]2.Cl[C:23]([O:25][C:26]1[CH:31]=[CH:30][CH:29]=[CH:28][CH:27]=1)=[O:24], predict the reaction product. The product is: [C:26]1([O:25][C:23]([NH:21][NH:20][C:18]([C:13]2[NH:14][C:15]3[C:11]([CH:12]=2)=[CH:10][C:9]([Cl:8])=[CH:17][CH:16]=3)=[O:19])=[O:24])[CH:31]=[CH:30][CH:29]=[CH:28][CH:27]=1. (4) Given the reactants [NH2:1][C:2]1[CH:7]=[C:6]([O:8][C:9]2[CH:14]=[CH:13][C:12]([NH:15][C:16]([C:18]3[C:19](=[O:31])[N:20]([C:25]4[CH:30]=[CH:29][CH:28]=[CH:27][CH:26]=4)[N:21]([CH3:24])[C:22]=3[CH3:23])=[O:17])=[CH:11][C:10]=2[Cl:32])[CH:5]=[CH:4][N:3]=1.CCN(CC)CC.[C:40](Cl)(=O)[O:41]C1C=CC=CC=1.[NH:50]1[CH2:55][CH2:54][O:53][CH2:52][CH2:51]1, predict the reaction product. The product is: [Cl:32][C:10]1[CH:11]=[C:12]([NH:15][C:16]([C:18]2[C:19](=[O:31])[N:20]([C:25]3[CH:26]=[CH:27][CH:28]=[CH:29][CH:30]=3)[N:21]([CH3:24])[C:22]=2[CH3:23])=[O:17])[CH:13]=[CH:14][C:9]=1[O:8][C:6]1[CH:5]=[CH:4][N:3]=[C:2]([NH:1][C:40]([N:50]2[CH2:55][CH2:54][O:53][CH2:52][CH2:51]2)=[O:41])[CH:7]=1. (5) The product is: [Cl:40][C:41]1[CH:42]=[C:43]([N:44]([CH3:45])[C:30]([C:21]2[S:20][C:19]([NH:18][N:17]([C:15]([O:14][C:10]([CH3:12])([CH3:13])[CH3:11])=[O:16])[C:33]([O:35][C:36]([CH3:37])([CH3:38])[CH3:39])=[O:34])=[N:23][C:22]=2[C:24]2[CH:29]=[CH:28][CH:27]=[CH:26][CH:25]=2)=[O:31])[CH:46]=[CH:47][C:48]=1[CH3:49]. Given the reactants [I-].ClC1C=CC=C[N+]=1C.[C:10]([O:14][C:15]([N:17]([C:33]([O:35][C:36]([CH3:39])([CH3:38])[CH3:37])=[O:34])[NH:18][C:19]1[S:20][C:21]([C:30](O)=[O:31])=[C:22]([C:24]2[CH:29]=[CH:28][CH:27]=[CH:26][CH:25]=2)[N:23]=1)=[O:16])([CH3:13])([CH3:12])[CH3:11].[Cl:40][C:41]1[CH:42]=[C:43]([CH:46]=[CH:47][C:48]=1[CH3:49])[NH:44][CH3:45].CCN(CC)CC, predict the reaction product. (6) Given the reactants [BH4-].[Na+].[F:3][C:4]([F:21])([F:20])[O:5][CH:6]1[CH2:9][N:8]([C:10]2[N:15]=[CH:14][N:13]=[C:12]([C:16](OC)=[O:17])[CH:11]=2)[CH2:7]1, predict the reaction product. The product is: [F:21][C:4]([F:3])([F:20])[O:5][CH:6]1[CH2:7][N:8]([C:10]2[N:15]=[CH:14][N:13]=[C:12]([CH2:16][OH:17])[CH:11]=2)[CH2:9]1. (7) Given the reactants Br[C:2]1[CH:3]=[C:4]2[C:8](=[CH:9][CH:10]=1)[N:7]([CH:11]1[CH2:16][CH2:15][CH2:14][CH2:13][O:12]1)[N:6]=[C:5]2[C:17]([NH:19][C:20]1[CH:21]=[N:22][C:23]([C:26]([F:29])([F:28])[F:27])=[CH:24][CH:25]=1)=[O:18].[O-]P([O-])([O-])=O.[K+].[K+].[K+].O.[CH3:39][N:40]([CH:42]=O)C, predict the reaction product. The product is: [F:27][C:26]1[CH:23]=[C:24]([C:2]2[CH:3]=[C:4]3[C:8](=[CH:9][CH:10]=2)[N:7]([CH:11]2[CH2:16][CH2:15][CH2:14][CH2:13][O:12]2)[N:6]=[C:5]3[C:17]([NH:19][C:20]2[CH:21]=[N:22][C:23]([C:26]([F:27])([F:29])[F:28])=[CH:24][CH:25]=2)=[O:18])[CH:39]=[N:40][CH:42]=1.